This data is from Full USPTO retrosynthesis dataset with 1.9M reactions from patents (1976-2016). The task is: Predict the reactants needed to synthesize the given product. (1) Given the product [F:1][C:2]1[CH:3]=[CH:4][C:5]([CH:8]([C:9]2[C:10]([C:2]3[CH:7]=[CH:6][CH:5]=[CH:4][CH:3]=3)=[N:15][C:14]3[C:17]([CH:18]=2)=[CH:16][CH:11]=[CH:12][CH:13]=3)[N:26]2[CH:30]=[CH:29][N:28]=[CH:27]2)=[CH:6][CH:7]=1, predict the reactants needed to synthesize it. The reactants are: [F:1][C:2]1[CH:7]=[CH:6][C:5]([CH:8]([N:26]2[CH:30]=[CH:29][N:28]=[CH:27]2)[C:9]2[CH:10]=[C:11]3[C:16](=[CH:17][CH:18]=2)[NH:15][C:14](=O)[CH:13]=[C:12]3C2C=CC=CC=2)=[CH:4][CH:3]=1. (2) The reactants are: [Cl:1][C:2]1[CH:7]=[CH:6][C:5]([C@@:8]2([CH3:34])[C@:12]([C:14]3[CH:19]=[CH:18][C:17]([Cl:20])=[CH:16][CH:15]=3)([CH3:13])[NH:11][C:10]([C:21]3[CH:26]=[CH:25][C:24]([C:27]([OH:30])([CH3:29])[CH3:28])=[CH:23][C:22]=3[O:31][CH2:32][CH3:33])=[N:9]2)=[CH:4][CH:3]=1.[C:35](Cl)([Cl:37])=[O:36]. Given the product [Cl:1][C:2]1[CH:7]=[CH:6][C:5]([C:8]2([CH3:34])[C:12]([C:14]3[CH:15]=[CH:16][C:17]([Cl:20])=[CH:18][CH:19]=3)([CH3:13])[N:11]([C:35]([Cl:37])=[O:36])[C:10]([C:21]3[CH:26]=[CH:25][C:24]([C:27]([OH:30])([CH3:28])[CH3:29])=[CH:23][C:22]=3[O:31][CH2:32][CH3:33])=[N:9]2)=[CH:4][CH:3]=1, predict the reactants needed to synthesize it.